This data is from Full USPTO retrosynthesis dataset with 1.9M reactions from patents (1976-2016). The task is: Predict the reactants needed to synthesize the given product. (1) Given the product [CH:1]1([N:6]2[C:15]3[N:14]=[C:13]([NH:16][C:17]4[CH:18]=[CH:19][C:20]([C:26]([NH:40][CH:44]5[CH2:43][CH2:48][N:60]([CH3:57])[CH2:46][CH2:45]5)=[O:28])=[C:21]5[C:25]=4[O:24][CH2:23][CH2:22]5)[N:12]=[CH:11][C:10]=3[N:9]([CH3:29])[C:8](=[O:30])[C:7]2([CH2:31][CH3:32])[CH2:33][CH3:34])[CH2:5][CH2:4][CH2:3][CH2:2]1, predict the reactants needed to synthesize it. The reactants are: [CH:1]1([N:6]2[C:15]3[N:14]=[C:13]([NH:16][C:17]4[CH:18]=[CH:19][C:20]([C:26]([OH:28])=O)=[C:21]5[C:25]=4[O:24][CH2:23][CH2:22]5)[N:12]=[CH:11][C:10]=3[N:9]([CH3:29])[C:8](=[O:30])[C:7]2([CH2:33][CH3:34])[CH2:31][CH3:32])[CH2:5][CH2:4][CH2:3][CH2:2]1.F[B-](F)(F)F.[N:40]1(OC(N(C)C)=[N+](C)C)[C:44]2[CH:45]=[CH:46]C=[CH:48][C:43]=2N=N1.[CH:57]([N:60](C(C)C)CC)(C)C.C(=O)([O-])[O-].[Na+].[Na+]. (2) Given the product [CH3:14][N:15]([CH3:32])[C:16]1[CH:17]=[C:18]([C:22]2[C:23]3[N:24]([N:28]=[C:29]([NH:31][CH:10]4[CH2:11][CH2:12][N:7]([C:5]5[S:4][N:3]=[C:2]([CH3:1])[N:6]=5)[CH2:8][CH2:9]4)[N:30]=3)[CH:25]=[CH:26][CH:27]=2)[CH:19]=[CH:20][CH:21]=1, predict the reactants needed to synthesize it. The reactants are: [CH3:1][C:2]1[N:6]=[C:5]([N:7]2[CH2:12][CH2:11][C:10](=O)[CH2:9][CH2:8]2)[S:4][N:3]=1.[CH3:14][N:15]([CH3:32])[C:16]1[CH:17]=[C:18]([C:22]2[C:23]3[N:24]([N:28]=[C:29]([NH2:31])[N:30]=3)[CH:25]=[CH:26][CH:27]=2)[CH:19]=[CH:20][CH:21]=1. (3) Given the product [Cl:24][C:19]1[CH:20]=[CH:21][CH:22]=[CH:23][C:18]=1[C:9]1[C:10]([C:11]2[CH:12]=[CH:13][C:14]([Cl:17])=[CH:15][CH:16]=2)=[C:6]2[N:5]=[C:4]([CH3:25])[N:3]=[C:2]([O:34][CH:31]([CH3:33])[CH3:32])[N:7]2[N:8]=1, predict the reactants needed to synthesize it. The reactants are: Cl[C:2]1[N:7]2[N:8]=[C:9]([C:18]3[CH:23]=[CH:22][CH:21]=[CH:20][C:19]=3[Cl:24])[C:10]([C:11]3[CH:16]=[CH:15][C:14]([Cl:17])=[CH:13][CH:12]=3)=[C:6]2[N:5]=[C:4]([CH3:25])[N:3]=1.C([O-])(O)=O.[Na+].[CH:31]([OH:34])([CH3:33])[CH3:32]. (4) The reactants are: [CH2:1]([C:3]1[CH:8]=[CH:7][C:6]([CH:9]2[CH2:14][CH:13]([O:15][CH3:16])[CH2:12][NH:11][CH2:10]2)=[CH:5][CH:4]=1)[CH3:2].[N:17]1([C:23](Cl)=[O:24])[CH2:22][CH2:21][O:20][CH2:19][CH2:18]1. Given the product [CH2:1]([C:3]1[CH:4]=[CH:5][C:6]([CH:9]2[CH2:14][CH:13]([O:15][CH3:16])[CH2:12][N:11]([C:23]([N:17]3[CH2:22][CH2:21][O:20][CH2:19][CH2:18]3)=[O:24])[CH2:10]2)=[CH:7][CH:8]=1)[CH3:2], predict the reactants needed to synthesize it.